This data is from Catalyst prediction with 721,799 reactions and 888 catalyst types from USPTO. The task is: Predict which catalyst facilitates the given reaction. (1) Reactant: Cl.[F:2][C:3]([F:32])([F:31])[C:4]1[CH:5]=[C:6]([CH:28]=[CH:29][CH:30]=1)[C:7]([NH:9][CH2:10][C:11]([NH:13][C@@H:14]1[CH2:19][CH2:18][C@H:17]([NH:20]C(=O)OC(C)(C)C)[CH2:16][CH2:15]1)=[O:12])=[O:8].Cl.C1COCC1.C(Cl)[Cl:40]. Product: [ClH:40].[NH2:20][C@@H:17]1[CH2:16][CH2:15][C@H:14]([NH:13][C:11](=[O:12])[CH2:10][NH:9][C:7](=[O:8])[C:6]2[CH:28]=[CH:29][CH:30]=[C:4]([C:3]([F:32])([F:31])[F:2])[CH:5]=2)[CH2:19][CH2:18]1. The catalyst class is: 12. (2) Reactant: [F:1][C:2]([F:12])([F:11])[C:3]1[C:8]([C:9]#[N:10])=[CH:7][N:6]=[CH:5][CH:4]=1.N. Product: [F:11][C:2]([F:1])([F:12])[C:3]1[CH:4]=[CH:5][N:6]=[CH:7][C:8]=1[CH2:9][NH2:10]. The catalyst class is: 470. (3) Reactant: [Br:1][C:2]1[CH:8]=[CH:7][C:5]([NH2:6])=[C:4]([C:9]([F:12])([F:11])[F:10])[CH:3]=1.Br[CH2:14][CH2:15][O:16][CH2:17][CH2:18]Br.C(NC(C)C)(C)C.O. The catalyst class is: 44. Product: [Br:1][C:2]1[CH:8]=[CH:7][C:5]([N:6]2[CH2:18][CH2:17][O:16][CH2:15][CH2:14]2)=[C:4]([C:9]([F:10])([F:11])[F:12])[CH:3]=1. (4) Reactant: COC1C=CC(P2(SP(C3C=CC(OC)=CC=3)(=S)S2)=[S:10])=CC=1.[C:23]([NH:26][NH:27][C:28](=O)[CH2:29][N:30]1[C:34]([CH2:35][CH3:36])=[C:33]([O:37][C:38]2[CH:43]=[CH:42][C:41]([C:44]#[N:45])=[CH:40][CH:39]=2)[C:32]([CH2:46][CH3:47])=[N:31]1)(=O)[CH3:24]. Product: [CH2:46]([C:32]1[C:33]([O:37][C:38]2[CH:43]=[CH:42][C:41]([C:44]#[N:45])=[CH:40][CH:39]=2)=[C:34]([CH2:35][CH3:36])[N:30]([CH2:29][C:28]2[S:10][C:23]([CH3:24])=[N:26][N:27]=2)[N:31]=1)[CH3:47]. The catalyst class is: 7.